This data is from Catalyst prediction with 721,799 reactions and 888 catalyst types from USPTO. The task is: Predict which catalyst facilitates the given reaction. (1) Reactant: [CH:1]1([N:4]2[C:8]([CH:9]=O)=[CH:7][N:6]=[C:5]2[C:11]2[CH:16]=[CH:15][C:14]([O:17][CH3:18])=[CH:13][CH:12]=2)[CH2:3][CH2:2]1.C([C:21](CC)(CC)[CH:22](P(O)(O)=O)[C:23]([O-:25])=[O:24])C.[CH2:34]1CCN2C(=NCCC2)C[CH2:35]1. Product: [CH2:34]([O:25][C:23](=[O:24])[C:22]([CH3:21])=[CH:9][C:8]1[N:4]([CH:1]2[CH2:3][CH2:2]2)[C:5]([C:11]2[CH:16]=[CH:15][C:14]([O:17][CH3:18])=[CH:13][CH:12]=2)=[N:6][CH:7]=1)[CH3:35]. The catalyst class is: 47. (2) Reactant: [C:1]([C:5]1[C:9]([C:10](=O)[CH3:11])=[C:8]([OH:13])[N:7]([CH3:14])[N:6]=1)([CH3:4])([CH3:3])[CH3:2].Cl.[C:16]([O:20][NH2:21])([CH3:19])([CH3:18])[CH3:17].C(=O)(O)[O-].[Na+]. Product: [C:16]([O:20][N:21]=[C:10]([CH:9]1[C:8](=[O:13])[N:7]([CH3:14])[N:6]=[C:5]1[C:1]([CH3:4])([CH3:3])[CH3:2])[CH3:11])([CH3:19])([CH3:18])[CH3:17]. The catalyst class is: 5. (3) Reactant: [CH3:1][O:2][C:3]1[CH:12]=[CH:11][C:6]([C:7]([O:9][CH3:10])=[O:8])=[CH:5][C:4]=1[CH3:13].[Br:14]N1C(=O)CCC1=O.N(C(C)(C)C#N)=NC(C)(C)C#N.S([O-])([O-])(=O)=S.[Na+].[Na+]. Product: [Br:14][CH2:13][C:4]1[CH:5]=[C:6]([CH:11]=[CH:12][C:3]=1[O:2][CH3:1])[C:7]([O:9][CH3:10])=[O:8]. The catalyst class is: 25. (4) Reactant: O=[CH:2][CH2:3][CH2:4][CH2:5][C:6]([O:8][CH3:9])=[O:7].[NH2:10][C:11]1[CH:16]=[CH:15][CH:14]=[CH:13][N:12]=1.C(O[BH-](OC(=O)C)OC(=O)C)(=O)C.[Na+].C(=O)(O)[O-].[Na+]. Product: [N:12]1[CH:13]=[CH:14][CH:15]=[CH:16][C:11]=1[NH:10][CH2:2][CH2:3][CH2:4][CH2:5][C:6]([O:8][CH3:9])=[O:7]. The catalyst class is: 2. (5) Reactant: [Br:1][C:2]1[CH:7]=[CH:6][C:5]([CH2:8][C:9](O)=[O:10])=[CH:4][CH:3]=1.CSC.B. Product: [Br:1][C:2]1[CH:7]=[CH:6][C:5]([CH2:8][CH2:9][OH:10])=[CH:4][CH:3]=1. The catalyst class is: 1. (6) Reactant: [CH2:1]=[CH:2][CH2:3][N:4]1[C@@H:21]2[CH2:22][C:9]3[CH:10]=[CH:11][C:12]([OH:24])=[C:13]4[O:14][C@H:15]5[C:16]([CH2:18][CH2:19][C@:20]2([OH:23])[C@:7]5([C:8]=34)[CH2:6][CH2:5]1)=[O:17].[C:25]([O-])([O-])=O.[K+].[K+].CI.O. The catalyst class is: 85. Product: [CH2:3]([N:4]1[CH2:5][CH2:6][C@@:7]23[C:8]4[C:9]5[CH2:22][C@@H:21]1[C@:20]2([OH:23])[CH2:19][CH2:18][C:16](=[O:17])[C@@H:15]3[O:14][C:13]=4[C:12]([O:24][CH3:25])=[CH:11][CH:10]=5)[CH:2]=[CH2:1]. (7) Reactant: [F:1][C:2]1[CH:3]=[CH:4][CH:5]=[C:6]2[C:10]=1[NH:9][C:8](=[O:11])[C:7]2=O.C([O:16][C:17]1[C:25]2[C:20](=[CH:21][CH:22]=[CH:23][CH:24]=2)[NH:19][CH:18]=1)(=O)C.C([O-])([O-])=O.[Na+].[Na+]. Product: [CH:23]1[CH:22]=[CH:21][C:20]2[N:19]=[C:18]([C:7]3[C:6]4[CH:5]=[CH:4][CH:3]=[C:2]([F:1])[C:10]=4[NH:9][C:8]=3[OH:11])[C:17](=[O:16])[C:25]=2[CH:24]=1. The catalyst class is: 5.